Dataset: Forward reaction prediction with 1.9M reactions from USPTO patents (1976-2016). Task: Predict the product of the given reaction. Given the reactants [Br:1][C:2]1[CH:3]=[C:4]([NH:10][C@H:11]([C:15]2[CH:20]=[CH:19][CH:18]=[CH:17][CH:16]=2)[C:12](O)=[O:13])[CH:5]=[CH:6][C:7]=1[C:8]#[N:9].C1C=C2[N:27]=NN(O)C2=CC=1.O.C(Cl)CCl.[NH4+].[OH-], predict the reaction product. The product is: [Br:1][C:2]1[CH:3]=[C:4]([NH:10][C@H:11]([C:15]2[CH:20]=[CH:19][CH:18]=[CH:17][CH:16]=2)[C:12]([NH2:27])=[O:13])[CH:5]=[CH:6][C:7]=1[C:8]#[N:9].